Task: Predict which catalyst facilitates the given reaction.. Dataset: Catalyst prediction with 721,799 reactions and 888 catalyst types from USPTO (1) Reactant: [CH3:1][C:2]1[S:6][C:5]([N:7]2[CH2:12][CH2:11][CH:10]([O:13][C:14]3[S:15][C:16]4[CH:22]=[C:21]([C:23]5[CH2:28][CH2:27][N:26](C(OC(C)(C)C)=O)[CH2:25][CH:24]=5)[CH:20]=[CH:19][C:17]=4[N:18]=3)[CH2:9][CH2:8]2)=[N:4][N:3]=1.C(O)(C(F)(F)F)=O. Product: [CH3:1][C:2]1[S:6][C:5]([N:7]2[CH2:12][CH2:11][CH:10]([O:13][C:14]3[S:15][C:16]4[CH:22]=[C:21]([C:23]5[CH2:28][CH2:27][NH:26][CH2:25][CH:24]=5)[CH:20]=[CH:19][C:17]=4[N:18]=3)[CH2:9][CH2:8]2)=[N:4][N:3]=1. The catalyst class is: 2. (2) Reactant: [N+:1]([C:4]1[CH:5]=[N:6][C:7]2[C:12]([C:13]=1[NH:14][CH2:15][C:16]1([OH:22])[CH2:21][CH2:20][CH2:19][CH2:18][CH2:17]1)=[CH:11][CH:10]=[CH:9][CH:8]=2)([O-])=O. Product: [NH2:1][C:4]1[CH:5]=[N:6][C:7]2[C:12]([C:13]=1[NH:14][CH2:15][C:16]1([OH:22])[CH2:21][CH2:20][CH2:19][CH2:18][CH2:17]1)=[CH:11][CH:10]=[CH:9][CH:8]=2. The catalyst class is: 612. (3) Reactant: C(NC(C)C)(C)C.[Li]CCCC.[Cl:13][CH2:14][CH2:15][CH2:16][C@H:17]([CH2:32][CH:33]=[CH2:34])[C:18](N([C@@H](C)[C@@H](O)C1C=CC=CC=1)C)=[O:19]. Product: [Cl:13][CH2:14][CH2:15][CH2:16][C@H:17]([CH2:32][CH:33]=[CH2:34])[CH2:18][OH:19]. The catalyst class is: 1. (4) Reactant: [CH2:1]([O:8][N:9]1[C@@H:13]([CH2:14][O:15][C:16]2[CH:21]=[CH:20][C:19]([Br:22])=[CH:18][CH:17]=2)[CH2:12][NH:11]C1=O)[C:2]1[CH:7]=[CH:6][CH:5]=[CH:4][CH:3]=1.[OH-].[K+]. Product: [CH2:1]([O:8][NH:9][C@@H:13]([CH2:14][O:15][C:16]1[CH:21]=[CH:20][C:19]([Br:22])=[CH:18][CH:17]=1)[CH2:12][NH2:11])[C:2]1[CH:3]=[CH:4][CH:5]=[CH:6][CH:7]=1. The catalyst class is: 40. (5) Reactant: Br[C:2]1[CH:7]=[CH:6][C:5]([Br:8])=[CH:4][N:3]=1.CO.C[C:12](C)([O-:14])C.[K+]. Product: [Br:8][C:5]1[CH:6]=[CH:7][C:2]([O:14][CH3:12])=[N:3][CH:4]=1. The catalyst class is: 9. (6) Reactant: [CH3:1][C:2]1([N:13]([CH3:42])[C:14]2[C:15]([C:38]([F:41])([F:40])[F:39])=[CH:16][C:17]3[O:36][CH2:35][C:20]4=[N:21][N:22](COCC[Si](C)(C)C)[C:23](=[O:26])[CH:24]([CH3:25])[N:19]4[C:18]=3[CH:37]=2)[CH2:5][N:4](C(OC(C)(C)C)=O)[CH2:3]1.[C:43]([OH:49])([C:45]([F:48])([F:47])[F:46])=[O:44]. Product: [F:46][C:45]([F:48])([F:47])[C:43]([OH:49])=[O:44].[CH3:25][C@@H:24]1[C:23](=[O:26])[NH:22][N:21]=[C:20]2[CH2:35][O:36][C:17]3[CH:16]=[C:15]([C:38]([F:40])([F:39])[F:41])[C:14]([N:13]([CH3:42])[C:2]4([CH3:1])[CH2:3][NH:4][CH2:5]4)=[CH:37][C:18]=3[N:19]12. The catalyst class is: 2.